From a dataset of Forward reaction prediction with 1.9M reactions from USPTO patents (1976-2016). Predict the product of the given reaction. (1) Given the reactants [Br:1][C:2]1[C:7]([Cl:8])=[C:6]([N+:9]([O-])=O)[CH:5]=[CH:4][C:3]=1[CH2:12][C:13]#[N:14].C([O-])(O)=O.[Na+], predict the reaction product. The product is: [NH2:9][C:6]1[CH:5]=[CH:4][C:3]([CH2:12][C:13]#[N:14])=[C:2]([Br:1])[C:7]=1[Cl:8]. (2) Given the reactants [OH:1][C:2]1[C:3]([C:8]([O:10][CH3:11])=[O:9])=[N:4][CH:5]=[CH:6][CH:7]=1.C(N(CC)CC)C.[F:19][C:20]([F:33])([F:32])[S:21](O[S:21]([C:20]([F:33])([F:32])[F:19])(=[O:23])=[O:22])(=[O:23])=[O:22], predict the reaction product. The product is: [F:19][C:20]([F:33])([F:32])[S:21]([O:1][C:2]1[C:3]([C:8]([O:10][CH3:11])=[O:9])=[N:4][CH:5]=[CH:6][CH:7]=1)(=[O:23])=[O:22].